Predict the reactants needed to synthesize the given product. From a dataset of Full USPTO retrosynthesis dataset with 1.9M reactions from patents (1976-2016). Given the product [Cl:15][CH2:1][CH2:2][O:3][CH2:4][CH2:5][O:6][CH2:7][CH2:8][O:9][CH2:10][CH2:11][OH:12], predict the reactants needed to synthesize it. The reactants are: [CH2:1](O)[CH2:2][O:3][CH2:4][CH2:5][O:6][CH2:7][CH2:8][O:9][CH2:10][CH2:11][OH:12].C(Cl)(Cl)[Cl:15].S(Cl)(Cl)=O.